This data is from Reaction yield outcomes from USPTO patents with 853,638 reactions. The task is: Predict the reaction yield, written as a fraction of the theoretical maximum amount of product (1.0 means a 100% yield; for example, 0.34 means a 34% yield). (1) The reactants are [C:1]([N:8]1[CH2:12][C@H:11]([OH:13])[C@@H:10]([N:14]=[N+:15]=[N-:16])[CH2:9]1)([O:3][C:4]([CH3:7])(C)C)=[O:2].C(OCC)(=O)C.C(N(CC)CC)C.[CH:30]1[CH:35]=[CH:34]C(COC(Cl)=O)=[CH:32][CH:31]=1. The catalyst is FC(F)(F)C(O)=O.CCCCCC. The product is [C:1]([N:8]1[CH2:12][C@H:11]([OH:13])[C@@H:10]([N:14]=[N+:15]=[N-:16])[CH2:9]1)([O:3][CH2:4][C:7]1[CH:34]=[CH:35][CH:30]=[CH:31][CH:32]=1)=[O:2]. The yield is 0.970. (2) The yield is 0.930. The product is [CH2:28]([O:35][C:36]1[CH:37]=[CH:38][C:39]([C:40]([O:27][C:24]2[CH:23]=[CH:22][C:21]([CH2:20][C@H:12]([NH:11][C:9]([O:8][CH2:1][C:2]3[CH:7]=[CH:6][CH:5]=[CH:4][CH:3]=3)=[O:10])[C:13]([O:15][C:16]([CH3:17])([CH3:19])[CH3:18])=[O:14])=[CH:26][CH:25]=2)=[O:41])=[CH:43][CH:44]=1)[CH2:29][CH2:30][CH2:31][CH2:32][CH2:33][CH3:34]. The catalyst is C(Cl)Cl.C(#N)C. The reactants are [CH2:1]([O:8][C:9]([NH:11][C@@H:12]([CH2:20][C:21]1[CH:26]=[CH:25][C:24]([OH:27])=[CH:23][CH:22]=1)[C:13]([O:15][C:16]([CH3:19])([CH3:18])[CH3:17])=[O:14])=[O:10])[C:2]1[CH:7]=[CH:6][CH:5]=[CH:4][CH:3]=1.[CH2:28]([O:35][C:36]1[CH:44]=[CH:43][C:39]([C:40](Cl)=[O:41])=[CH:38][CH:37]=1)[CH2:29][CH2:30][CH2:31][CH2:32][CH2:33][CH3:34]. (3) The reactants are [CH2:1]([N:3]([CH2:18][CH3:19])[CH2:4][CH2:5][O:6][C:7]1[CH:12]=[CH:11][C:10]([CH:13]([NH2:17])[CH2:14][CH2:15][CH3:16])=[CH:9][CH:8]=1)[CH3:2].[O:20]1CCN(CCOC2C=CC(C(=O)CCC)=CC=2)CC1. No catalyst specified. The product is [O:20]1[CH2:2][CH2:1][N:3]([CH2:4][CH2:5][O:6][C:7]2[CH:8]=[CH:9][C:10]([CH:13]([NH2:17])[CH2:14][CH2:15][CH3:16])=[CH:11][CH:12]=2)[CH2:18][CH2:19]1. The yield is 0.700. (4) The reactants are [F:1][C:2]([F:20])([F:19])[C:3]1[CH:8]=[CH:7][C:6]([C:9]2[CH:13]=[C:12]([CH2:14][CH2:15][CH2:16][CH2:17][OH:18])[O:11][N:10]=2)=[CH:5][CH:4]=1.O[C:22]1[CH:27]=[CH:26][C:25]([CH2:28][CH2:29][C:30]([O:32]C)=[O:31])=[CH:24][CH:23]=1.C1(P(C2C=CC=CC=2)C2C=CC=CC=2)C=CC=CC=1.N(C(OCC)=O)=NC(OCC)=O. The catalyst is C1(C)C=CC=CC=1.O1CCCC1. The product is [F:20][C:2]([F:1])([F:19])[C:3]1[CH:4]=[CH:5][C:6]([C:9]2[CH:13]=[C:12]([CH2:14][CH2:15][CH2:16][CH2:17][O:18][C:22]3[CH:27]=[CH:26][C:25]([CH2:28][CH2:29][C:30]([OH:32])=[O:31])=[CH:24][CH:23]=3)[O:11][N:10]=2)=[CH:7][CH:8]=1. The yield is 0.720. (5) The reactants are [Cl:1][C:2]1[N:3]=[C:4]2[C:9](=[CH:10][CH:11]=1)[N:8]=[CH:7][C:6]([S:12]([CH3:15])(=[O:14])=[O:13])=[C:5]2[NH:16][C@H:17]1[CH2:22][CH2:21][C@H:20]([CH2:23][N:24]([CH3:26])[CH3:25])[CH2:19][CH2:18]1.[Cl:27][C:28]1[CH:33]=[C:32](B2OC(C)(C)C(C)(C)O2)[CH:31]=[C:30]([Cl:43])[C:29]=1[OH:44].C1(N)C(F)=C(F)C(F)=C(N)C=1F.Cl.Cl. No catalyst specified. The product is [ClH:1].[ClH:27].[Cl:27][C:28]1[CH:33]=[C:32]([C:2]2[CH:11]=[CH:10][C:9]3[C:4](=[C:5]([NH:16][C@H:17]4[CH2:18][CH2:19][C@H:20]([CH2:23][N:24]([CH3:26])[CH3:25])[CH2:21][CH2:22]4)[C:6]([S:12]([CH3:15])(=[O:14])=[O:13])=[CH:7][N:8]=3)[N:3]=2)[CH:31]=[C:30]([Cl:43])[C:29]=1[OH:44]. The yield is 0.510.